This data is from Full USPTO retrosynthesis dataset with 1.9M reactions from patents (1976-2016). The task is: Predict the reactants needed to synthesize the given product. (1) Given the product [CH3:25][CH:23]([O:26][C:27]1[CH:32]=[CH:31][C:30]([O:33][CH2:2][C:3]2[CH:22]=[CH:21][C:6]([CH2:7][N:8]3[CH2:13][CH2:12][N:11]([C:14]([O:16][C:17]([CH3:20])([CH3:19])[CH3:18])=[O:15])[CH2:10][CH2:9]3)=[CH:5][CH:4]=2)=[CH:29][CH:28]=1)[CH3:24], predict the reactants needed to synthesize it. The reactants are: Cl[CH2:2][C:3]1[CH:22]=[CH:21][C:6]([CH2:7][N:8]2[CH2:13][CH2:12][N:11]([C:14]([O:16][C:17]([CH3:20])([CH3:19])[CH3:18])=[O:15])[CH2:10][CH2:9]2)=[CH:5][CH:4]=1.[CH:23]([O:26][C:27]1[CH:32]=[CH:31][C:30]([OH:33])=[CH:29][CH:28]=1)([CH3:25])[CH3:24].C([O-])([O-])=O.[K+].[K+]. (2) Given the product [CH2:1]([N:9]1[C:10](=[O:15])[CH:11]=[CH:12][C:13]1=[O:14])[CH2:2][CH2:3][CH2:4][CH2:5][CH2:6][CH2:7][CH3:8].[C:19]1(=[O:20])[O:21][C:16](=[O:22])[CH:17]=[CH:18]1, predict the reactants needed to synthesize it. The reactants are: [CH2:1]([N:9]1[C:13](=[O:14])[CH:12]=[CH:11][C:10]1=[O:15])[CH2:2][CH2:3][CH2:4][CH2:5][CH2:6][CH2:7][CH3:8].[C:16]1(=[O:22])[O:21][C:19](=[O:20])[CH:18]=[CH:17]1.COC(=O)C(N=NC(C)(C)C(OC)=O)(C)C.C(Cl)(Cl)Cl. (3) Given the product [CH2:1]([O:3][C:4]([C@H:5]1[C@H:6]([C:7]2[CH:8]=[CH:9][C:10]([C:13]3[O:17][C:16]([CH3:18])=[N:15][CH:14]=3)=[CH:11][CH:12]=2)[C@H:24]1[C:23]1[CH:30]=[CH:31][CH:32]=[CH:33][C:22]=1[F:21])=[O:19])[CH3:2], predict the reactants needed to synthesize it. The reactants are: [CH2:1]([O:3][C:4](=[O:19])[CH:5]=[CH:6][C:7]1[CH:12]=[CH:11][C:10]([C:13]2[O:17][C:16]([CH3:18])=[N:15][CH:14]=2)=[CH:9][CH:8]=1)[CH3:2].[Br-].[F:21][C:22]1[CH:33]=[CH:32][CH:31]=[CH:30][C:23]=1[CH2:24][S+]1CCCC1. (4) Given the product [C:11]([O:14][C@@H:15]1[C@@H:56]([O:57][C:58](=[O:60])[CH3:59])[C@H:55]([O:61][C:62](=[O:64])[CH3:63])[C@@H:54]([C:65]([O:67][CH3:68])=[O:66])[O:53][C@H:16]1[O:17][C:18]1[CH:23]=[CH:22][C:21]([C@@H:24]2[C@@H:27]([CH2:28][CH2:29][C@H:30]([O:38][C:39](=[O:41])[CH3:40])[C:31]3[CH:32]=[CH:33][C:34]([F:37])=[CH:35][CH:36]=3)[C:26](=[O:42])[N:25]2[C:43]2[CH:48]=[CH:47][C:46]([C:49]#[C:50][C:51]([OH:8])=[O:52])=[CH:45][CH:44]=2)=[CH:20][CH:19]=1)(=[O:13])[CH3:12], predict the reactants needed to synthesize it. The reactants are: P([O-])(O)(O)=O.[Na+].Cl([O-])=[O:8].[Na+].[C:11]([O:14][C@@H:15]1[C@@H:56]([O:57][C:58](=[O:60])[CH3:59])[C@H:55]([O:61][C:62](=[O:64])[CH3:63])[C@@H:54]([C:65]([O:67][CH3:68])=[O:66])[O:53][C@H:16]1[O:17][C:18]1[CH:23]=[CH:22][C:21]([C@@H:24]2[C@@H:27]([CH2:28][CH2:29][C@H:30]([O:38][C:39](=[O:41])[CH3:40])[C:31]3[CH:36]=[CH:35][C:34]([F:37])=[CH:33][CH:32]=3)[C:26](=[O:42])[N:25]2[C:43]2[CH:48]=[CH:47][C:46]([C:49]#[C:50][CH:51]=[O:52])=[CH:45][CH:44]=2)=[CH:20][CH:19]=1)(=[O:13])[CH3:12]. (5) Given the product [OH:19][C:14]1[CH:15]=[CH:16][CH:17]=[CH:18][C:13]=1[C:9]1[N:31]([CH2:23][CH2:24][C:25]2[CH:30]=[CH:29][CH:28]=[CH:27][CH:26]=2)[C:11](=[O:12])[C:6]2[C:7](=[C:2]([CH3:1])[CH:3]=[CH:4][CH:5]=2)[N:8]=1, predict the reactants needed to synthesize it. The reactants are: [CH3:1][C:2]1[C:7]2[N:8]=[C:9]([C:13]3[CH:18]=[CH:17][CH:16]=[CH:15][C:14]=3[O:19]C(=O)C)O[C:11](=[O:12])[C:6]=2[CH:5]=[CH:4][CH:3]=1.[CH2:23]([NH2:31])[CH2:24][C:25]1[CH:30]=[CH:29][CH:28]=[CH:27][CH:26]=1. (6) Given the product [CH3:33][O:32][C:28]1[CH:27]=[C:26]2[C:31](=[CH:30][CH:29]=1)[C:22]([O:21][C@H:19]1[CH2:18][N:15]3[C:16](=[O:17])[C@@H:2]([NH:1][C:55](=[O:56])[O:63][C:64]([CH3:70])([CH3:69])[C:65]([F:68])([F:67])[F:66])[C@H:3]([CH3:47])[O:4][C@H:5]([CH3:46])[CH2:6][CH2:7][CH:8]=[CH:9][C@@H:10]4[CH2:35][C@@:11]4([C:36](=[O:37])[NH:38][S:39]([C:42]4([CH3:45])[CH2:43][CH2:44]4)(=[O:40])=[O:41])[NH:12][C:13](=[O:34])[C@@H:14]3[CH2:20]1)=[N:23][CH:24]=[CH:25]2, predict the reactants needed to synthesize it. The reactants are: [NH2:1][C@@H:2]1[C:16](=[O:17])[N:15]2[CH2:18][C@H:19]([O:21][C:22]3[C:31]4[C:26](=[CH:27][C:28]([O:32][CH3:33])=[CH:29][CH:30]=4)[CH:25]=[CH:24][N:23]=3)[CH2:20][C@H:14]2[C:13](=[O:34])[NH:12][C@:11]2([C:36]([NH:38][S:39]([C:42]3([CH3:45])[CH2:44][CH2:43]3)(=[O:41])=[O:40])=[O:37])[CH2:35][C@H:10]2[CH:9]=[CH:8][CH2:7][CH2:6][C@@H:5]([CH3:46])[O:4][C@H:3]1[CH3:47].C(O)(C(F)(F)F)=O.[C:55](=O)([O:63][C:64]([CH3:70])([CH3:69])[C:65]([F:68])([F:67])[F:66])[O:56]C1C=CC=CN=1.C(N(C(C)C)C(C)C)C. (7) Given the product [CH2:19]([O:18][CH2:17][CH2:16][O:1][C:2]1[CH:7]=[CH:6][N:5]2[N:8]=[CH:9][C:10]([C:11]([O:13][CH3:14])=[O:12])=[C:4]2[CH:3]=1)[C:20]1[CH:25]=[CH:24][CH:23]=[CH:22][CH:21]=1, predict the reactants needed to synthesize it. The reactants are: [OH:1][C:2]1[CH:7]=[CH:6][N:5]2[N:8]=[CH:9][C:10]([C:11]([O:13][CH3:14])=[O:12])=[C:4]2[CH:3]=1.Br[CH2:16][CH2:17][O:18][CH2:19][C:20]1[CH:25]=[CH:24][CH:23]=[CH:22][CH:21]=1. (8) Given the product [F:27][C:28]([F:47])([F:46])[S:29]([O:11][C:12]1[CH2:13][CH:14]2[CH2:18][N:17]([C:19]([O:21][C:22]([CH3:23])([CH3:25])[CH3:24])=[O:20])[CH2:16][CH:15]2[CH:26]=1)(=[O:31])=[O:30], predict the reactants needed to synthesize it. The reactants are: C[Si]([N-][Si](C)(C)C)(C)C.[Na+].[O:11]=[C:12]1[CH2:26][CH:15]2[CH2:16][N:17]([C:19]([O:21][C:22]([CH3:25])([CH3:24])[CH3:23])=[O:20])[CH2:18][CH:14]2[CH2:13]1.[F:27][C:28]([F:47])([F:46])[S:29](N(C1C=CC=CC=1)[S:29]([C:28]([F:47])([F:46])[F:27])(=[O:31])=[O:30])(=[O:31])=[O:30].